From a dataset of Reaction yield outcomes from USPTO patents with 853,638 reactions. Predict the reaction yield, written as a fraction of the theoretical maximum amount of product (1.0 means a 100% yield; for example, 0.34 means a 34% yield). (1) The reactants are [CH:1]1([C:4]([N:6]2[CH2:10][CH2:9][C@@H:8]([CH2:11][C:12]([NH:14][NH2:15])=[O:13])[CH2:7]2)=[O:5])[CH2:3][CH2:2]1.[Br:16][C:17]1[CH:22]=[CH:21][C:20]([N:23]=[C:24]=[O:25])=[C:19]([CH3:26])[CH:18]=1. The catalyst is ClCCl. The product is [Br:16][C:17]1[CH:22]=[CH:21][C:20]([NH:23][C:24]([NH:15][NH:14][C:12](=[O:13])[CH2:11][C@@H:8]2[CH2:9][CH2:10][N:6]([C:4]([CH:1]3[CH2:3][CH2:2]3)=[O:5])[CH2:7]2)=[O:25])=[C:19]([CH3:26])[CH:18]=1. The yield is 0.960. (2) The reactants are Cl.Cl.[CH2:3]([N:10]1[CH2:15][CH2:14][CH:13]([C:16]([NH2:18])=[NH:17])[CH2:12][CH2:11]1)[C:4]1[CH:9]=[CH:8][CH:7]=[CH:6][CH:5]=1.C(=O)([O-])[O-].[K+].[K+].[Cl:25][C:26]1[CH:27]=[C:28]([CH:33]=[CH:34][C:35]=1[F:36])[C:29](=O)[CH2:30]Br. The catalyst is CN(C)C=O.C(OCC)(=O)C. The product is [CH2:3]([N:10]1[CH2:11][CH2:12][CH:13]([C:16]2[NH:18][C:29]([C:28]3[CH:33]=[CH:34][C:35]([F:36])=[C:26]([Cl:25])[CH:27]=3)=[CH:30][N:17]=2)[CH2:14][CH2:15]1)[C:4]1[CH:5]=[CH:6][CH:7]=[CH:8][CH:9]=1. The yield is 0.780.